This data is from Retrosynthesis with 50K atom-mapped reactions and 10 reaction types from USPTO. The task is: Predict the reactants needed to synthesize the given product. Given the product S=C=Nc1ccc(-c2nc(-c3ccco3)no2)cc1, predict the reactants needed to synthesize it. The reactants are: Nc1ccc(-c2nc(-c3ccco3)no2)cc1.S=C(Cl)Cl.